Dataset: Forward reaction prediction with 1.9M reactions from USPTO patents (1976-2016). Task: Predict the product of the given reaction. (1) Given the reactants C(N(C(C)C)CC)(C)C.[Cl:10][C:11]1[CH:19]=[C:18]([C:20]([NH:22][CH2:23][C:24]2[CH:29]=[CH:28][CH:27]=[C:26]([OH:30])[CH:25]=2)=[O:21])[CH:17]=[CH:16][C:12]=1[C:13]([OH:15])=O.Cl.[CH3:32][O:33][C:34](=[O:47])[C@H:35]([CH2:37][NH:38][C:39](=[O:46])[C:40]1[CH:45]=[CH:44][CH:43]=[CH:42][CH:41]=1)[NH2:36].C1C=CC2N(O)N=NC=2C=1, predict the reaction product. The product is: [C:39]([NH:38][CH2:37][C@@H:35]([C:34]([O:33][CH3:32])=[O:47])[NH:36][C:13](=[O:15])[C:12]1[CH:16]=[CH:17][C:18]([C:20]([NH:22][CH2:23][C:24]2[CH:29]=[CH:28][CH:27]=[C:26]([OH:30])[CH:25]=2)=[O:21])=[CH:19][C:11]=1[Cl:10])(=[O:46])[C:40]1[CH:41]=[CH:42][CH:43]=[CH:44][CH:45]=1. (2) Given the reactants [C:1]([C:3]1[N:4]=[CH:5][C:6]([NH:19][C@H:20]([CH2:24][CH:25]2[CH2:27][CH2:26]2)[C:21]([NH2:23])=[O:22])=[N:7][C:8]=1[NH:9][C:10]1[C:18]2[C:13](=[N:14][CH:15]=[CH:16][CH:17]=2)[S:12][CH:11]=1)#[N:2].[OH-].[Na+].OO.CC(O)=[O:34], predict the reaction product. The product is: [NH2:23][C:21](=[O:22])[C@H:20]([NH:19][C:6]1[N:7]=[C:8]([NH:9][C:10]2[C:18]3[C:13](=[N:14][CH:15]=[CH:16][CH:17]=3)[S:12][CH:11]=2)[C:3]([C:1]([NH2:2])=[O:34])=[N:4][CH:5]=1)[CH2:24][CH:25]1[CH2:26][CH2:27]1.